This data is from CYP2C9 inhibition data for predicting drug metabolism from PubChem BioAssay. The task is: Regression/Classification. Given a drug SMILES string, predict its absorption, distribution, metabolism, or excretion properties. Task type varies by dataset: regression for continuous measurements (e.g., permeability, clearance, half-life) or binary classification for categorical outcomes (e.g., BBB penetration, CYP inhibition). Dataset: cyp2c9_veith. (1) The drug is CCOc1ccc(C(=O)CN2CCN(S(=O)(=O)c3ccc(F)cc3)CC2)cc1. The result is 0 (non-inhibitor). (2) The compound is CCc1nnc(NC(=O)C2Cc3ccccc3CN2S(=O)(=O)c2ccc(C)cc2)s1. The result is 1 (inhibitor). (3) The drug is Cc1ccc(/C=C/C(=O)N2CC(C)CC(C)C2)o1. The result is 1 (inhibitor). (4) The drug is COc1cccc(Nc2ncc(C(=O)O)c3ccccc23)c1. The result is 0 (non-inhibitor). (5) The compound is CCn1c(SCC(=O)Nc2ccccc2C(=O)OC)nnc1-c1ccc(N)cc1. The result is 1 (inhibitor). (6) The molecule is CC(=O)NC1=NN(c2ccccc2)C(=O)C1. The result is 0 (non-inhibitor). (7) The compound is CCOc1cc(CN2CCN(c3ccc(C(C)=O)cc3)CC2)ccc1OC. The result is 0 (non-inhibitor). (8) The result is 1 (inhibitor). The molecule is O=C(COc1ccc2ccccc2c1)N1CCN(CC2CC3C=CC2C3)CC1.O=C(O)C(=O)O.